From a dataset of Drug-target binding data from BindingDB using IC50 measurements. Regression. Given a target protein amino acid sequence and a drug SMILES string, predict the binding affinity score between them. We predict pIC50 (pIC50 = -log10(IC50 in M); higher means more potent). Dataset: bindingdb_ic50. (1) The compound is Cc1c(-c2ccc(O)c(O)c2)c(=S)oc2ccc(Br)cc12. The target is SSSEEGLTCRGIPNSISI. The pIC50 is 4.0. (2) The pIC50 is 8.4. The target protein (P09581) has sequence MELGPPLVLLLATVWHGQGAPVIEPSGPELVVEPGETVTLRCVSNGSVEWDGPISPYWTLDPESPGSTLTTRNATFKNTGTYRCTELEDPMAGSTTIHLYVKDPAHSWNLLAQEVTVVEGQEAVLPCLITDPALKDSVSLMREGGRQVLRKTVYFFSPWRGFIIRKAKVLDSNTYVCKTMVNGRESTSTGIWLKVNRVHPEPPQIKLEPSKLVRIRGEAAQIVCSATNAEVGFNVILKRGDTKLEIPLNSDFQDNYYKKVRALSLNAVDFQDAGIYSCVASNDVGTRTATMNFQVVESAYLNLTSEQSLLQEVSVGDSLILTVHADAYPSIQHYNWTYLGPFFEDQRKLEFITQRAIYRYTFKLFLNRVKASEAGQYFLMAQNKAGWNNLTFELTLRYPPEVSVTWMPVNGSDVLFCDVSGYPQPSVTWMECRGHTDRCDEAQALQVWNDTHPEVLSQKPFDKVIIQSQLPIGTLKHNMTYFCKTHNSVGNSSQYFRAVS.... The small molecule is N#Cc1cnc(C(=O)Nc2ccc(CCS(=O)(=O)N3CCOCC3)cc2C2=CCCCC2)[nH]1. (3) The pIC50 is 5.4. The drug is CCCc1cc2c(-c3ccccc3)cc(=O)oc2cc1OCc1cc(C(=O)O)oc1C. The target protein (P53396) has sequence MSAKAISEQTGKELLYKFICTTSAIQNRFKYARVTPDTDWARLLQDHPWLLSQNLVVKPDQLIKRRGKLGLVGVNLTLDGVKSWLKPRLGQEATVGKATGFLKNFLIEPFVPHSQAEEFYVCIYATREGDYVLFHHEGGVDVGDVDAKAQKLLVGVDEKLNPEDIKKHLLVHAPEDKKEILASFISGLFNFYEDLYFTYLEINPLVVTKDGVYVLDLAAKVDATADYICKVKWGDIEFPPPFGREAYPEEAYIADLDAKSGASLKLTLLNPKGRIWTMVAGGGASVVYSDTICDLGGVNELANYGEYSGAPSEQQTYDYAKTILSLMTREKHPDGKILIIGGSIANFTNVAATFKGIVRAIRDYQGPLKEHEVTIFVRRGGPNYQEGLRVMGEVGKTTGIPIHVFGTETHMTAIVGMALGHRPIPNQPPTAAHTANFLLNASGSTSTPAPSRTASFSESRADEVAPAKKAKPAMPQDSVPSPRSLQGKSTTLFSRHTKAI.... (4) The small molecule is O=C(O)CN1C(=O)/C(=C/c2ccc(OCc3ccc(F)cc3)c(OCc3ccc(F)cc3)c2)SC1=S. The target protein (O74189) has sequence MAKKPVTPASKVAAKQAAVRSRHQEDVFTLDPLIDPIFQKGELRSYLVTEPSPSVLKKRSIHTKEYWMLSSLLLIAFYVRMYNLSNPNSVVFDEVHFGGFARKYILGTFFMDVHPPLAKMLFGAVGAIGGFKGDFEFKSIGDKFPDSTPYIFMRQFPALLGVGTVILCYLTLRQSGVRPIIAYITTFLLIIENSNVTISRYILLDSPLIFFIAAAIYAWKKFEIQIPFTFGWYRSLLATGIALGLALSSKWVGLFTVAWVGFLCIYQLWFLIGDLSVSTKKIWGHFFARGIILLGVPIALYLGFFAIHFQLLNKEGDGGAFMSSAFRAGLQGNKIPRDITEQVGLGSVVTIRHVDTQGGYLHSHEHFYQTGSKQQQITLYPHLDSNNKWLIEPYNGTIHNETFVPLINGMKIRLKHINTGRRLHSHDEKPPVSERDWQKECSCYGYDGFAGDANDDWVVEIVNYRSQKGEAQTFVKAINTIFRLRHAMTGHYLFSSEVKL.... The pIC50 is 5.3. (5) The small molecule is CC(=O)N[C@@H](Cc1ccc(O)cc1)C(=O)N[C@@H](Cc1ccccc1)C(=O)NCC(=O)COC(=O)c1c(C)cccc1C. The target protein sequence is MWTALPLLCAGAWLLSAGATAELTVNAIEKFHFTSWMKQHQKTYSSREYSHRLQVFANNWRKIQAHNQRNHTFKMGLNQFSDMSFAEIKHKYLWSEPQNCSATKSNYLRGTGPYPSSMDWRKKGNVVSPVKNQGACGSCWTFSTTGALESAVAIASGKMMTLAEQQLVDCAQNFNNHGCQGGLPSQAFEYILYNKGIMGEDSYPYIGKNGQCKFNPEKAVAFVKNVVNITLNDEAAMVEAVALYNPVSFAFEVTEDFMMYKSGVYSSNSCHKTPDKVNHAVLAVGYGEQNGLLYWIVKNSWGSNWGNNGYFLIERGKNMCGLAACASYPIPQV. The pIC50 is 5.1. (6) The target protein (O08590) has sequence MTQKTTLVLLALAVITIFALVCVLLAGRSGDGGRLSQPLHCPSVLPSVQPQTHPGQSQPFADLSPEELTAVMSFLIKHLGPGLVDAAQARPSDNCVFSVELQLPAKAAALAHLDRGGPPPVREALAIIFFGGQPKPNVSELVVGPLPHPSYMRDVTVERHGGPLPYYRRPVLTREYQDIQEMIFHRELPQASGLLHHCCFYKRQGHNLLKMTTAPRGLQSGDRATWFGIYYNLSGAGFYPHPIGLELLVDHKALDPALWTIQKVFYQGRYYESLTQLEDMFEAGLVNVVLVPDNGTGGSWSLKSSVPPGRAPPLQFHPEGPRFSVQGSQVRSSLWAFSFGLGAFSGPRIFDIRFQGERVAYEISVQEAIALYGGNSPASMSTCYMDGSFGIGKYSTPLTRGVDCPYLATYVDWHFLLESQTPKTLRDAFCVFEQNQGLPLRRHHSDFYSHYFGGVVETVLVVRSVATLLNYDYVWDMVFHSNGAIEVKFHATGYITSAFF.... The small molecule is CC(=O)Nc1nc(CCc2ccc(N=C(N)N)cc2)c(Cc2ccc(S(N)(=O)=O)cc2)s1. The pIC50 is 6.9.